Dataset: Forward reaction prediction with 1.9M reactions from USPTO patents (1976-2016). Task: Predict the product of the given reaction. (1) Given the reactants [C:1]([C:4]1[CH:5]=[C:6]2[C:11](=[CH:12][CH:13]=1)[CH:10]=[C:9]([B:14]([OH:16])[OH:15])[CH:8]=[CH:7]2)([CH3:3])=[CH2:2], predict the reaction product. The product is: [CH:1]([C:4]1[CH:5]=[C:6]2[C:11](=[CH:12][CH:13]=1)[CH:10]=[C:9]([B:14]([OH:16])[OH:15])[CH:8]=[CH:7]2)([CH3:3])[CH3:2]. (2) Given the reactants [CH3:1][C:2]1[CH:3]=[N:4][CH:5]=[CH:6][CH:7]=1.[Cl:8][CH2:9][CH2:10][CH2:11][CH3:12], predict the reaction product. The product is: [Cl-:8].[CH3:1][C:2]1[CH:3]=[N+:4]([CH2:9][CH2:10][CH2:11][CH3:12])[CH:5]=[CH:6][CH:7]=1. (3) Given the reactants [CH3:1][C:2]1[CH:7]=[CH:6][C:5]([CH:8]=[CH2:9])=[CH:4][N:3]=1.CC(C)([O-])C.[Na+].Br[C:17]1[C:25]2[NH:24][C:23]3[CH:26]4[CH2:32][CH2:31][N:29]([CH2:30][C:22]=3[C:21]=2[CH:20]=[CH:19][CH:18]=1)[CH2:28][CH2:27]4, predict the reaction product. The product is: [CH3:1][C:2]1[N:3]=[CH:4][C:5](/[CH:8]=[CH:9]/[C:17]2[C:25]3[NH:24][C:23]4[CH:26]5[CH2:32][CH2:31][N:29]([CH2:30][C:22]=4[C:21]=3[CH:20]=[CH:19][CH:18]=2)[CH2:28][CH2:27]5)=[CH:6][CH:7]=1.